This data is from Reaction yield outcomes from USPTO patents with 853,638 reactions. The task is: Predict the reaction yield, written as a fraction of the theoretical maximum amount of product (1.0 means a 100% yield; for example, 0.34 means a 34% yield). (1) The reactants are [O:1]1[C:5]2[CH:6]=[CH:7][CH:8]=[CH:9][C:4]=2[CH:3]=[C:2]1[C:10]1[C:18]2[C:13](=[CH:14][CH:15]=[C:16]([C:19]([OH:21])=O)[CH:17]=2)[N:12](C2CCCCO2)[N:11]=1.F[P-](F)(F)(F)(F)F.N1(OC(N(C)C)=[N+](C)C)C2C=CC=CC=2N=N1.[CH3:52][N:53]([CH3:57])[CH2:54][CH2:55][NH2:56]. No catalyst specified. The product is [O:1]1[C:5]2[CH:6]=[CH:7][CH:8]=[CH:9][C:4]=2[CH:3]=[C:2]1[C:10]1[C:18]2[C:13](=[CH:14][CH:15]=[C:16]([C:19]([NH:56][CH2:55][CH2:54][N:53]([CH3:57])[CH3:52])=[O:21])[CH:17]=2)[NH:12][N:11]=1. The yield is 0.370. (2) The reactants are [CH3:1][C:2]1([CH3:17])[CH2:7][CH2:6][CH:5]([N+:8]([O-])=O)[CH:4]([C:11]2[CH:16]=[CH:15][CH:14]=[CH:13][CH:12]=2)[NH:3]1.Cl. The catalyst is C1COCC1.[Zn]. The product is [CH3:1][C:2]1([CH3:17])[NH:3][CH:4]([C:11]2[CH:16]=[CH:15][CH:14]=[CH:13][CH:12]=2)[CH:5]([NH2:8])[CH2:6][CH2:7]1. The yield is 0.690. (3) The reactants are [Si:1]([O:18][CH2:19][C@H:20]1[N:25]([C:26](=[O:55])[CH2:27][C@@H:28]([NH:37][C:38]2[CH:43]=[CH:42][C:41]([S:44]([NH2:47])(=[O:46])=[O:45])=[CH:40][C:39]=2[S:48]([C:51]([F:54])([F:53])[F:52])(=[O:50])=[O:49])[CH2:29][S:30][C:31]2[CH:36]=[CH:35][CH:34]=[CH:33][CH:32]=2)[CH2:24][CH2:23][O:22][CH2:21]1)([C:14]([CH3:17])([CH3:16])[CH3:15])([C:8]1[CH:13]=[CH:12][CH:11]=[CH:10][CH:9]=1)[C:2]1[CH:7]=[CH:6][CH:5]=[CH:4][CH:3]=1.Cl.[Si](OC[C@H]1COCCN1)(C(C)(C)C)(C1C=CC=CC=1)C1C=CC=CC=1.C1(SC[C@H](NC2C=CC(S(=O)(=O)N)=CC=2S(C(F)(F)F)(=O)=O)CC(O)=O)C=CC=CC=1. No catalyst specified. The product is [Si:1]([O:18][CH2:19][C@@H:20]1[N:25]([C:26](=[O:55])[CH2:27][C@@H:28]([NH:37][C:38]2[CH:43]=[CH:42][C:41]([S:44]([NH2:47])(=[O:46])=[O:45])=[CH:40][C:39]=2[S:48]([C:51]([F:52])([F:54])[F:53])(=[O:49])=[O:50])[CH2:29][S:30][C:31]2[CH:36]=[CH:35][CH:34]=[CH:33][CH:32]=2)[CH2:24][CH2:23][O:22][CH2:21]1)([C:14]([CH3:15])([CH3:16])[CH3:17])([C:2]1[CH:7]=[CH:6][CH:5]=[CH:4][CH:3]=1)[C:8]1[CH:9]=[CH:10][CH:11]=[CH:12][CH:13]=1. The yield is 0.240. (4) The reactants are [N:1]1([C:7]([C:9]2[S:10][CH:11]=[CH:12][CH:13]=2)=[O:8])[CH2:6][CH2:5][NH:4][CH2:3][CH2:2]1.Cl[C:15]1[C:24]2[C:19](=[CH:20][CH:21]=[CH:22][CH:23]=2)[N:18]([CH3:25])[C:17](=[O:26])[C:16]=1[C:27]#[N:28]. The catalyst is C1(C)C=CC=CC=1. The product is [CH3:25][N:18]1[C:19]2[C:24](=[CH:23][CH:22]=[CH:21][CH:20]=2)[C:15]([N:4]2[CH2:5][CH2:6][N:1]([C:7]([C:9]3[S:10][CH:11]=[CH:12][CH:13]=3)=[O:8])[CH2:2][CH2:3]2)=[C:16]([C:27]#[N:28])[C:17]1=[O:26]. The yield is 0.980. (5) The reactants are [Si:1]([O:8][CH2:9][C@H:10]1[O:18][C@H:17]2[C@H:13]([N:14]=[C:15]([N:19]([CH3:21])[CH3:20])[S:16]2)[C@@H:12]([OH:22])[C@@H:11]1[OH:23])([C:4]([CH3:7])([CH3:6])[CH3:5])([CH3:3])[CH3:2].[H-].[Na+].[CH:26]1[CH:31]=[CH:30][C:29]([CH2:32]Br)=[CH:28][CH:27]=1. The catalyst is CN(C=O)C.C(Cl)Cl. The product is [CH3:9][OH:8].[CH2:32]([O:23][C@@H:11]1[C@@H:10]([CH2:9][O:8][Si:1]([C:4]([CH3:7])([CH3:5])[CH3:6])([CH3:3])[CH3:2])[O:18][C@H:17]2[C@H:13]([N:14]=[C:15]([N:19]([CH3:20])[CH3:21])[S:16]2)[C@H:12]1[O:22][CH2:32][C:29]1[CH:30]=[CH:31][CH:26]=[CH:27][CH:28]=1)[C:29]1[CH:30]=[CH:31][CH:26]=[CH:27][CH:28]=1. The yield is 0.450.